This data is from Reaction yield outcomes from USPTO patents with 853,638 reactions. The task is: Predict the reaction yield, written as a fraction of the theoretical maximum amount of product (1.0 means a 100% yield; for example, 0.34 means a 34% yield). (1) The reactants are [F:1][C:2]1[CH:3]=[C:4]([CH:10]2[CH2:14][CH2:13][CH2:12][C:11]2=[O:15])[CH:5]=[C:6]([F:9])[C:7]=1[F:8].[C:16](Cl)([N:18]=[C:19]=[O:20])=[O:17]. The catalyst is C(OCC)(=O)C. The product is [F:1][C:2]1[CH:3]=[C:4]([CH:10]2[C:11]3[O:15][C:19](=[O:20])[NH:18][C:16](=[O:17])[C:12]=3[CH2:13][CH2:14]2)[CH:5]=[C:6]([F:9])[C:7]=1[F:8]. The yield is 0.464. (2) The reactants are C([C:11]1[C:18]2[S:17][C:16]3[CH:19]=[C:20]([C:22]#[C:23][CH2:24][CH2:25][CH2:26][CH2:27][CH2:28][CH2:29][CH2:30][CH3:31])[S:21][C:15]=3[C:14]=2[S:13][CH:12]=1)CCCCCCCCC. The catalyst is [Pt].C(OCC)(=O)C. The product is [CH2:22]([C:20]1[S:21][C:15]2[C:14]3[S:13][CH:12]=[CH:11][C:18]=3[S:17][C:16]=2[C:19]=1[CH2:11][CH2:18][CH2:14][CH2:15][CH2:16][CH2:19][CH2:20][CH2:22][CH2:23][CH3:24])[CH2:23][CH2:24][CH2:25][CH2:26][CH2:27][CH2:28][CH2:29][CH2:30][CH3:31]. The yield is 0.799.